From a dataset of Full USPTO retrosynthesis dataset with 1.9M reactions from patents (1976-2016). Predict the reactants needed to synthesize the given product. (1) The reactants are: Cl[C:2]1[CH:7]=[C:6]([C:8]([F:11])([F:10])[F:9])[N:5]=[C:4]([C:12]2[CH:17]=[CH:16][N:15]=[CH:14][CH:13]=2)[N:3]=1.[CH3:18][O:19][C:20]1[CH:21]=[CH:22][C:23]([CH3:27])=[C:24]([CH:26]=1)[NH2:25]. Given the product [CH3:18][O:19][C:20]1[CH:21]=[CH:22][C:23]([CH3:27])=[C:24]([CH:26]=1)[NH:25][C:2]1[CH:7]=[C:6]([C:8]([F:11])([F:10])[F:9])[N:5]=[C:4]([C:12]2[CH:17]=[CH:16][N:15]=[CH:14][CH:13]=2)[N:3]=1, predict the reactants needed to synthesize it. (2) Given the product [CH3:43][O:42][C:38]1[N:37]=[C:36]([C:20]2[CH:21]=[C:22]3[C:17](=[CH:18][CH:19]=2)[N:16]=[CH:15][C:14]([N+:32]([O-:34])=[O:33])=[C:13]3[CH2:12][C:9]2[CH:8]=[CH:7][C:6]([C:2]([CH3:1])([CH3:5])[C:3]#[N:4])=[CH:11][CH:10]=2)[CH:41]=[CH:40][CH:39]=1, predict the reactants needed to synthesize it. The reactants are: [CH3:1][C:2]([C:6]1[CH:11]=[CH:10][C:9]([CH2:12][C:13]2[C:22]3[C:17](=[CH:18][CH:19]=[C:20](B4OC(C)(C)C(C)(C)O4)[CH:21]=3)[N:16]=[CH:15][C:14]=2[N+:32]([O-:34])=[O:33])=[CH:8][CH:7]=1)([CH3:5])[C:3]#[N:4].Br[C:36]1[CH:41]=[CH:40][CH:39]=[C:38]([O:42][CH3:43])[N:37]=1.C([O-])([O-])=O.[Na+].[Na+].C1(C)C=CC=CC=1. (3) The reactants are: [Br:1][C:2]1[CH:3]=[C:4]([NH:9][CH:10]([CH2:13][CH3:14])[CH2:11][CH3:12])[C:5]([NH2:8])=[N:6][CH:7]=1.C1N=CN([C:20](N2C=NC=C2)=[O:21])C=1. Given the product [Br:1][C:2]1[CH:3]=[C:4]2[N:9]([CH:10]([CH2:13][CH3:14])[CH2:11][CH3:12])[C:20]([OH:21])=[N:8][C:5]2=[N:6][CH:7]=1, predict the reactants needed to synthesize it. (4) Given the product [C:1]([N:9]1[CH2:13][CH2:12][S:11][CH:10]1[CH2:14][C:15]([OH:17])=[O:16])(=[O:8])[C:2]1[CH:7]=[CH:6][CH:5]=[CH:4][CH:3]=1, predict the reactants needed to synthesize it. The reactants are: [C:1]([N:9]1[CH2:13][CH2:12][S:11][CH:10]1[CH2:14][C:15]([O:17]CC)=[O:16])(=[O:8])[C:2]1[CH:7]=[CH:6][CH:5]=[CH:4][CH:3]=1.Cl. (5) Given the product [C:1]([O:5][C:6]([N:8]1[C@@H:12]([CH2:13][C:14]2[CH:15]=[CH:16][C:17]([O:20][C:23]3[CH:28]=[CH:27][CH:26]=[CH:25][CH:24]=3)=[CH:18][CH:19]=2)[CH2:11][O:10][C:9]1([CH3:22])[CH3:21])=[O:7])([CH3:4])([CH3:2])[CH3:3], predict the reactants needed to synthesize it. The reactants are: [C:1]([O:5][C:6]([N:8]1[C@@H:12]([CH2:13][C:14]2[CH:19]=[CH:18][C:17]([OH:20])=[CH:16][CH:15]=2)[CH2:11][O:10][C:9]1([CH3:22])[CH3:21])=[O:7])([CH3:4])([CH3:3])[CH3:2].[C:23]1(B(O)O)[CH:28]=[CH:27][CH:26]=[CH:25][CH:24]=1.ClCCl. (6) Given the product [CH2:28]([S:30]([C:33]1[CH:34]=[CH:35][C:36]([CH2:39][NH:40][C:41]([C:43]2[CH:44]=[C:45]3[CH2:51][NH:50][C@@H:49]([CH:59]([CH3:60])[CH3:61])[C:46]3=[N:47][CH:48]=2)=[O:42])=[N:37][CH:38]=1)(=[O:31])=[O:32])[CH3:29], predict the reactants needed to synthesize it. The reactants are: C(S(C1C=CC(CNC(C2C=C3CN[C@@H](C(C)C)C3=NC=2)=O)=CC=1)(=O)=O)C.[CH2:28]([S:30]([C:33]1[CH:34]=[CH:35][C:36]([CH2:39][NH:40][C:41]([C:43]2[CH:44]=[C:45]3[CH2:51][N:50](C(OC(C)(C)C)=O)[C@@H:49]([CH:59]([CH3:61])[CH3:60])[C:46]3=[N:47][CH:48]=2)=[O:42])=[N:37][CH:38]=1)(=[O:32])=[O:31])[CH3:29].